Dataset: NCI-60 drug combinations with 297,098 pairs across 59 cell lines. Task: Regression. Given two drug SMILES strings and cell line genomic features, predict the synergy score measuring deviation from expected non-interaction effect. Drug 1: C1=CN(C(=O)N=C1N)C2C(C(C(O2)CO)O)O.Cl. Drug 2: C1=NC2=C(N=C(N=C2N1C3C(C(C(O3)CO)O)O)F)N. Cell line: SN12C. Synergy scores: CSS=42.9, Synergy_ZIP=-6.36, Synergy_Bliss=2.32, Synergy_Loewe=3.80, Synergy_HSA=6.07.